This data is from Catalyst prediction with 721,799 reactions and 888 catalyst types from USPTO. The task is: Predict which catalyst facilitates the given reaction. Reactant: Cl.[CH3:2][O:3][C:4](=[O:18])[C:5]1[C:6](=[C:11]([N+:15]([O-])=O)[CH:12]=[CH:13][CH:14]=1)[C:7]([O:9][CH3:10])=[O:8].[Sn](Cl)Cl. Product: [CH3:2][O:3][C:4](=[O:18])[C:5]1[C:6](=[C:11]([NH2:15])[CH:12]=[CH:13][CH:14]=1)[C:7]([O:9][CH3:10])=[O:8]. The catalyst class is: 8.